This data is from Catalyst prediction with 721,799 reactions and 888 catalyst types from USPTO. The task is: Predict which catalyst facilitates the given reaction. (1) Reactant: [Cl:1]CCCl.Cl[C:6]1[C:15]2[C:10](=[CH:11][C:12]([O:21][CH2:22][CH2:23][O:24][CH3:25])=[C:13]([O:16][CH2:17][CH2:18][O:19][CH3:20])[CH:14]=2)[N:9]=[CH:8][N:7]=1.C(OC([N:33]1[CH2:38][CH2:37][CH:36]([O:39][C:40]2[CH:45]=[CH:44][C:43]([NH2:46])=[CH:42][C:41]=2[CH3:47])[CH2:35][CH2:34]1)=O)(C)(C)C. Product: [ClH:1].[CH3:20][O:19][CH2:18][CH2:17][O:16][C:13]1[CH:14]=[C:15]2[C:10](=[CH:11][C:12]=1[O:21][CH2:22][CH2:23][O:24][CH3:25])[N:9]=[CH:8][N:7]=[C:6]2[NH:46][C:43]1[CH:44]=[CH:45][C:40]([O:39][CH:36]2[CH2:37][CH2:38][NH:33][CH2:34][CH2:35]2)=[C:41]([CH3:47])[CH:42]=1. The catalyst class is: 107. (2) Reactant: Cl[C:2]1[N:6]([CH3:7])[C:5]2[C:8]([N:12]([CH:21]([CH3:23])[CH3:22])[C:13]3[CH:20]=[CH:19][C:16]([C:17]#[N:18])=[CH:15][CH:14]=3)=[CH:9][CH:10]=[CH:11][C:4]=2[N:3]=1.[Br:24][C:25]1[CH:31]=[C:30]([O:32][CH3:33])[C:28]([NH2:29])=[C:27]([CH3:34])[CH:26]=1. Product: [Br:24][C:25]1[CH:26]=[C:27]([CH3:34])[C:28]([NH:29][C:2]2[N:6]([CH3:7])[C:5]3[C:8]([N:12]([CH:21]([CH3:23])[CH3:22])[C:13]4[CH:20]=[CH:19][C:16]([C:17]#[N:18])=[CH:15][CH:14]=4)=[CH:9][CH:10]=[CH:11][C:4]=3[N:3]=2)=[C:30]([O:32][CH3:33])[CH:31]=1. The catalyst class is: 13.